Dataset: Full USPTO retrosynthesis dataset with 1.9M reactions from patents (1976-2016). Task: Predict the reactants needed to synthesize the given product. (1) Given the product [NH2:22][C:18]1([C:16]([NH:15][C:12]2[CH:13]=[N:14][C:9]([O:8][C:5]3[CH:6]=[CH:7][C:2]([CH3:1])=[C:3]([O:30][CH3:31])[CH:4]=3)=[CH:10][CH:11]=2)=[O:17])[CH2:21][CH2:20]1, predict the reactants needed to synthesize it. The reactants are: [CH3:1][C:2]1[CH:7]=[CH:6][C:5]([O:8][C:9]2[N:14]=[CH:13][C:12]([NH:15][C:16]([C:18]3([NH:22]C(=O)OC(C)(C)C)[CH2:21][CH2:20]C3)=[O:17])=[CH:11][CH:10]=2)=[CH:4][C:3]=1[O:30][CH3:31].CC1C=CC(OC2N=CC(NC(C3(NC(=O)OC(C)(C)C)CC3)=O)=CC=2)=CC=1OC. (2) Given the product [NH:8]1[C:16]2[C:11](=[CH:12][C:13]([C:17]3[CH:18]=[C:19]([CH:34]=[CH:35][CH:36]=3)[CH2:20][O:21][C:22]3[CH:27]=[CH:26][C:25]([CH2:28][CH2:29][C:30]([OH:32])=[O:31])=[CH:24][CH:23]=3)=[CH:14][CH:15]=2)[CH:10]=[CH:9]1, predict the reactants needed to synthesize it. The reactants are: C(OC([N:8]1[C:16]2[C:11](=[CH:12][C:13]([C:17]3[CH:18]=[C:19]([CH:34]=[CH:35][CH:36]=3)[CH2:20][O:21][C:22]3[CH:27]=[CH:26][C:25]([CH2:28][CH2:29][C:30]([O:32]C)=[O:31])=[CH:24][CH:23]=3)=[CH:14][CH:15]=2)[CH:10]=[CH:9]1)=O)(C)(C)C.[OH-].[K+]. (3) Given the product [NH:16]1[C:17]2[C:13](=[CH:12][C:11]([NH:10][C:2]3[N:7]=[C:6]([NH:10][C:11]4[CH:12]=[C:13]5[C:17](=[CH:18][CH:19]=4)[NH:16][CH:15]=[CH:14]5)[C:5]([F:9])=[CH:4][N:3]=3)=[CH:19][CH:18]=2)[CH:14]=[CH:15]1, predict the reactants needed to synthesize it. The reactants are: Cl[C:2]1[N:7]=[C:6](Cl)[C:5]([F:9])=[CH:4][N:3]=1.[NH2:10][C:11]1[CH:12]=[C:13]2[C:17](=[CH:18][CH:19]=1)[NH:16][CH:15]=[CH:14]2. (4) Given the product [CH3:22][C:17]1[CH:18]=[CH:19][CH:20]=[CH:21][C:16]=1[N:5]1[CH2:6][CH2:7][N:8]([C:9]([O:10][C:11]([CH3:14])([CH3:13])[CH3:12])=[O:15])[CH2:2][C:3]1=[O:4], predict the reactants needed to synthesize it. The reactants are: Br[CH2:2][C:3]([N:5]([C:16]1[CH:21]=[CH:20][CH:19]=[CH:18][C:17]=1[CH3:22])[CH2:6][CH2:7][NH:8][C:9](=[O:15])[O:10][C:11]([CH3:14])([CH3:13])[CH3:12])=[O:4].C(=O)([O-])[O-].[K+].[K+].